From a dataset of Reaction yield outcomes from USPTO patents with 853,638 reactions. Predict the reaction yield, written as a fraction of the theoretical maximum amount of product (1.0 means a 100% yield; for example, 0.34 means a 34% yield). The reactants are [CH:1]1([NH2:6])CCC[CH2:2]1.FC1C=C(C)C=CC=1[N+]([O-])=[O:15].[CH:18]1([NH:23][C:24]2[CH:30]=[C:29]([CH3:31])[CH:28]=[CH:27][C:25]=2[NH2:26])[CH2:22][CH2:21][CH2:20][CH2:19]1.N[C:33]1[S:34]C=[CH:36][N:37]=1. No catalyst specified. The product is [CH:18]1([NH:23][C:24]2[CH:30]=[C:29]([CH3:31])[CH:28]=[CH:27][C:25]=2[NH2:26])[CH2:22][CH2:21][CH2:20][CH2:19]1.[CH:18]1([NH:23][C:24]2[CH:30]=[C:29]([CH3:31])[CH:28]=[CH:27][C:25]=2[NH:26][C:36]([NH:37][C:33]2[S:34][CH:2]=[CH:1][N:6]=2)=[O:15])[CH2:22][CH2:21][CH2:20][CH2:19]1. The yield is 0.680.